From a dataset of Reaction yield outcomes from USPTO patents with 853,638 reactions. Predict the reaction yield, written as a fraction of the theoretical maximum amount of product (1.0 means a 100% yield; for example, 0.34 means a 34% yield). (1) The reactants are [CH3:1][C:2]1[CH:7]=[CH:6][C:5]([CH2:8][C:9]([OH:11])=O)=[CH:4][CH:3]=1.[C:12]1([O:18][CH3:19])[CH:17]=[CH:16][CH:15]=[CH:14][CH:13]=1.P(=O)(O)(O)O. The catalyst is C(#N)C.FC(F)(F)C(OC(=O)C(F)(F)F)=O. The product is [CH3:19][O:18][C:12]1[CH:17]=[CH:16][C:15]([C:9](=[O:11])[CH2:8][C:5]2[CH:4]=[CH:3][C:2]([CH3:1])=[CH:7][CH:6]=2)=[CH:14][CH:13]=1. The yield is 0.400. (2) The reactants are N(C(OCC)=O)=N[C:3](OCC)=[O:4].[Cl:13][C:14]1[CH:33]=[CH:32][C:17]([NH:18][C:19]2[C:28]3[C:23](=[CH:24][C:25]([OH:31])=[C:26](OC)[CH:27]=3)[N:22]=[CH:21][N:20]=2)=[C:16]([F:34])[CH:15]=1.C1(P(C2C=CC=CC=2)C2C=CC=CC=2)C=CC=CC=1.[CH3:54][N:55]1[CH:59]=[CH:58][N:57]=[C:56]1[CH2:60][CH2:61]O. The catalyst is C(Cl)Cl. The product is [ClH:13].[Cl:13][C:14]1[CH:33]=[CH:32][C:17]([NH:18][C:19]2[C:28]3[C:23](=[CH:24][C:25]([O:31][CH2:61][CH2:60][C:56]4[N:55]([CH3:54])[CH:59]=[CH:58][N:57]=4)=[CH:26][CH:27]=3)[N:22]=[C:21]([O:4][CH3:3])[N:20]=2)=[C:16]([F:34])[CH:15]=1. The yield is 0.340. (3) The product is [ClH:27].[Br:19][C:16]1[CH:17]=[C:18]2[C:13]([C:12](=[O:24])[N:11]3[CH2:25][CH2:26][NH:8][CH2:9][C@H:10]32)=[C:14]([C:20]([F:23])([F:22])[F:21])[CH:15]=1. The reactants are C(OC([N:8]1[CH2:26][CH2:25][N:11]2[C:12](=[O:24])[C:13]3[C:18]([C@@H:10]2[CH2:9]1)=[CH:17][C:16]([Br:19])=[CH:15][C:14]=3[C:20]([F:23])([F:22])[F:21])=O)(C)(C)C.[ClH:27]. The yield is 0.370. The catalyst is C(OCC)C. (4) The reactants are [CH:1]1([N:6]2[CH2:12][C:11]([CH3:14])([CH3:13])[C:10](=[O:15])[N:9]([CH3:16])[C:8]3[CH:17]=[N:18][C:19]([NH:21][C:22]4[CH:30]=[CH:29][C:25]([C:26](O)=[O:27])=[CH:24][C:23]=4[O:31][CH3:32])=[N:20][C:7]2=3)[CH2:5][CH2:4][CH2:3][CH2:2]1.CCN(C(C)C)C(C)C.CN(C(ON1N=NC2C=CC=CC1=2)=[N+](C)C)C.[B-](F)(F)(F)F.Cl.Cl.[NH2:66][CH:67]1[CH:72]2[CH2:73][CH2:74][N:69]([CH2:70][CH2:71]2)[CH2:68]1. The catalyst is CN(C=O)C. The product is [CH:1]1([N:6]2[CH2:12][C:11]([CH3:13])([CH3:14])[C:10](=[O:15])[N:9]([CH3:16])[C:8]3[CH:17]=[N:18][C:19]([NH:21][C:22]4[CH:30]=[CH:29][C:25]([C:26]([NH:66][CH:67]5[CH:72]6[CH2:73][CH2:74][N:69]([CH2:70][CH2:71]6)[CH2:68]5)=[O:27])=[CH:24][C:23]=4[O:31][CH3:32])=[N:20][C:7]2=3)[CH2:5][CH2:4][CH2:3][CH2:2]1. The yield is 0.320. (5) The reactants are [CH3:1][N:2]([CH:18]([CH3:20])[CH3:19])[C:3]1[C:4](=[O:17])[NH:5][C:6]2[C:11]([N:12]=1)=[CH:10][C:9]([C:13]([O:15]C)=[O:14])=[CH:8][CH:7]=2.[OH-].[K+]. The catalyst is CO.O. The product is [CH3:1][N:2]([CH:18]([CH3:20])[CH3:19])[C:3]1[C:4](=[O:17])[NH:5][C:6]2[C:11]([N:12]=1)=[CH:10][C:9]([C:13]([OH:15])=[O:14])=[CH:8][CH:7]=2. The yield is 0.880.